This data is from Full USPTO retrosynthesis dataset with 1.9M reactions from patents (1976-2016). The task is: Predict the reactants needed to synthesize the given product. (1) Given the product [CH3:1][N:2]1[C:14]2([CH2:19][CH2:18][NH:17][CH2:16][CH2:15]2)[C:6]2=[CH:7][CH:8]=[C:9]([S:10]([CH3:13])(=[O:11])=[O:12])[N:5]2[CH2:4][CH2:3]1, predict the reactants needed to synthesize it. The reactants are: [CH3:1][N:2]1[C:14]2([CH2:19][CH2:18][N:17](C(OCC3C=CC=CC=3)=O)[CH2:16][CH2:15]2)[C:6]2=[CH:7][CH:8]=[C:9]([S:10]([CH3:13])(=[O:12])=[O:11])[N:5]2[CH2:4][CH2:3]1. (2) The reactants are: [C:1]1([C:17]2[CH:22]=[CH:21][CH:20]=[CH:19][CH:18]=2)[CH:6]=[CH:5][CH:4]=[CH:3][C:2]=1[C:7]([N:9]1[CH:16]2[CH:11]([CH2:12][CH2:13][NH:14][CH2:15]2)[CH2:10]1)=[O:8].Cl[C:24]1[N:29]=[C:28]([CH3:30])[CH:27]=[C:26]([CH3:31])[N:25]=1.ClC1C=NC2C(=CC=CC=2)N=1. Given the product [C:1]1([C:17]2[CH:22]=[CH:21][CH:20]=[CH:19][CH:18]=2)[CH:6]=[CH:5][CH:4]=[CH:3][C:2]=1[C:7]([N:9]1[C@@H:16]2[C@@H:11]([CH2:12][CH2:13][N:14]([C:24]3[N:29]=[C:28]([CH3:30])[CH:27]=[C:26]([CH3:31])[N:25]=3)[CH2:15]2)[CH2:10]1)=[O:8], predict the reactants needed to synthesize it. (3) The reactants are: [H-].[Na+].[F:3][C:4]([F:37])([F:36])[O:5][C:6]1[CH:11]=[CH:10][C:9](/[CH:12]=[CH:13]/[C:14]2[O:15][CH:16]=[C:17]([CH2:19][O:20][C:21]3[CH:26]=[CH:25][C:24]([CH2:27][CH2:28][CH2:29][CH2:30][C:31]4[N:32]=[N:33][NH:34][N:35]=4)=[CH:23][CH:22]=3)[N:18]=2)=[CH:8][CH:7]=1.I[CH3:39]. Given the product [CH3:39][N:33]1[N:34]=[N:35][C:31]([CH2:30][CH2:29][CH2:28][CH2:27][C:24]2[CH:25]=[CH:26][C:21]([O:20][CH2:19][C:17]3[N:18]=[C:14](/[CH:13]=[CH:12]/[C:9]4[CH:8]=[CH:7][C:6]([O:5][C:4]([F:3])([F:36])[F:37])=[CH:11][CH:10]=4)[O:15][CH:16]=3)=[CH:22][CH:23]=2)=[N:32]1.[CH3:39][N:32]1[C:31]([CH2:30][CH2:29][CH2:28][CH2:27][C:24]2[CH:25]=[CH:26][C:21]([O:20][CH2:19][C:17]3[N:18]=[C:14](/[CH:13]=[CH:12]/[C:9]4[CH:8]=[CH:7][C:6]([O:5][C:4]([F:3])([F:36])[F:37])=[CH:11][CH:10]=4)[O:15][CH:16]=3)=[CH:22][CH:23]=2)=[N:35][N:34]=[N:33]1, predict the reactants needed to synthesize it.